Dataset: Forward reaction prediction with 1.9M reactions from USPTO patents (1976-2016). Task: Predict the product of the given reaction. (1) Given the reactants [C:1]([O:5][C:6]([N:8]1[CH2:13][CH2:12][CH:11]([CH2:14][CH2:15][CH2:16][OH:17])[CH2:10][CH2:9]1)=[O:7])([CH3:4])([CH3:3])[CH3:2].CCN(CC)CC.[CH3:25][S:26](Cl)(=[O:28])=[O:27], predict the reaction product. The product is: [C:1]([O:5][C:6]([N:8]1[CH2:13][CH2:12][CH:11]([CH2:14][CH2:15][CH2:16][O:17][S:26]([CH3:25])(=[O:28])=[O:27])[CH2:10][CH2:9]1)=[O:7])([CH3:4])([CH3:3])[CH3:2]. (2) The product is: [ClH:15].[I:1][C:2]1[CH:3]=[C:4]([NH2:12])[CH:5]=[C:6]2[C:10]=1[NH:9][C:8]([CH3:11])=[CH:7]2. Given the reactants [I:1][C:2]1[CH:3]=[C:4]([N+:12]([O-])=O)[CH:5]=[C:6]2[C:10]=1[NH:9][CH:8]([CH3:11])[CH2:7]2.[Cl-:15].[NH4+], predict the reaction product.